From a dataset of Catalyst prediction with 721,799 reactions and 888 catalyst types from USPTO. Predict which catalyst facilitates the given reaction. Reactant: [C:1]([C:3]1[CH:8]=[CH:7][C:6]([S:9][C:10]2[CH:15]=[CH:14][C:13]([CH2:16][C:17]([O:19]CC)=[O:18])=[CH:12][CH:11]=2)=[CH:5][CH:4]=1)#[N:2].[OH-].[Na+].Cl. Product: [C:1]([C:3]1[CH:4]=[CH:5][C:6]([S:9][C:10]2[CH:15]=[CH:14][C:13]([CH2:16][C:17]([OH:19])=[O:18])=[CH:12][CH:11]=2)=[CH:7][CH:8]=1)#[N:2]. The catalyst class is: 199.